This data is from TCR-epitope binding with 47,182 pairs between 192 epitopes and 23,139 TCRs. The task is: Binary Classification. Given a T-cell receptor sequence (or CDR3 region) and an epitope sequence, predict whether binding occurs between them. (1) The epitope is LEPLVDLPI. The TCR CDR3 sequence is CASSLGRGTEAFF. Result: 1 (the TCR binds to the epitope). (2) The epitope is TVYDPLQPELDSFK. The TCR CDR3 sequence is CASSWGDTYEQYF. Result: 0 (the TCR does not bind to the epitope). (3) The epitope is NLVPMVATV. The TCR CDR3 sequence is CASSFYSSGRNSYF. Result: 1 (the TCR binds to the epitope). (4) The epitope is LPRRSGAAGA. The TCR CDR3 sequence is CASSQGVTTGGFLNYGYTF. Result: 0 (the TCR does not bind to the epitope). (5) The epitope is YLDAYNMMI. Result: 0 (the TCR does not bind to the epitope). The TCR CDR3 sequence is CASSLSGNQPQHF. (6) The epitope is FVRATATIPI. The TCR CDR3 sequence is CASSQDLLVELQDF. Result: 0 (the TCR does not bind to the epitope). (7) The epitope is FADDLNQLTGY. The TCR CDR3 sequence is CASSQDTGSSGELFF. Result: 0 (the TCR does not bind to the epitope). (8) The epitope is HPKVSSEVHI. The TCR CDR3 sequence is CASSDLTGTAYNEQFF. Result: 0 (the TCR does not bind to the epitope). (9) The epitope is CINGVCWTV. The TCR CDR3 sequence is CASSYSPGVNTGELFF. Result: 0 (the TCR does not bind to the epitope). (10) The epitope is FVDGVPFVV. The TCR CDR3 sequence is CASSQEQATNEQFF. Result: 1 (the TCR binds to the epitope).